From a dataset of Forward reaction prediction with 1.9M reactions from USPTO patents (1976-2016). Predict the product of the given reaction. (1) Given the reactants [OH:1][CH2:2][CH2:3][CH2:4][CH2:5][CH2:6][CH2:7][CH2:8][O:9][C:10]1[CH:15]=[CH:14][N:13]=[C:12]([CH2:16][O:17]C(=O)C)[C:11]=1[CH3:21].[OH-].[Na+], predict the reaction product. The product is: [OH:1][CH2:2][CH2:3][CH2:4][CH2:5][CH2:6][CH2:7][CH2:8][O:9][C:10]1[CH:15]=[CH:14][N:13]=[C:12]([CH2:16][OH:17])[C:11]=1[CH3:21]. (2) Given the reactants [NH2:1][C:2]1[CH:10]=[CH:9][C:5]([C:6]([OH:8])=[O:7])=[C:4]([Cl:11])[CH:3]=1.[C:12]([O:16]NC1C=CC(C(O)=O)=CC=1C)([CH3:15])([CH3:14])[CH3:13], predict the reaction product. The product is: [C:12]([O:16][NH:1][C:2]1[CH:10]=[CH:9][C:5]([C:6]([OH:8])=[O:7])=[C:4]([Cl:11])[CH:3]=1)([CH3:15])([CH3:14])[CH3:13]. (3) Given the reactants [N:1]1[C:5]2[CH:6]=[CH:7][C:8]([C:10]([NH:12][NH2:13])=[O:11])=[CH:9][C:4]=2[NH:3][CH:2]=1.[C:14]1([CH2:20][CH2:21][C:22](Cl)=O)[CH:19]=[CH:18][CH:17]=[CH:16][CH:15]=1.O=P(Cl)(Cl)Cl, predict the reaction product. The product is: [CH2:21]([C:22]1[O:11][C:10]([C:8]2[CH:7]=[CH:6][C:5]3[NH:1][CH:2]=[N:3][C:4]=3[CH:9]=2)=[N:12][N:13]=1)[CH2:20][C:14]1[CH:19]=[CH:18][CH:17]=[CH:16][CH:15]=1. (4) Given the reactants [CH2:1]([O:8][C:9]1[CH:14]=[CH:13][N:12]([CH2:15][C:16]2[CH:21]=[CH:20][CH:19]=[C:18]([F:22])[CH:17]=2)[C:11](=[O:23])[C:10]=1I)[C:2]1[CH:7]=[CH:6][CH:5]=[CH:4][CH:3]=1.[CH2:25](N(CC)CC)[CH3:26], predict the reaction product. The product is: [CH2:1]([O:8][C:9]1[CH:14]=[CH:13][N:12]([CH2:15][C:16]2[CH:21]=[CH:20][CH:19]=[C:18]([F:22])[CH:17]=2)[C:11](=[O:23])[C:10]=1[C:25]#[CH:26])[C:2]1[CH:7]=[CH:6][CH:5]=[CH:4][CH:3]=1.